Predict the product of the given reaction. From a dataset of Forward reaction prediction with 1.9M reactions from USPTO patents (1976-2016). (1) Given the reactants [F:1][C:2]1[CH:3]=[CH:4][C:5]([NH2:9])=[C:6]([OH:8])[CH:7]=1.[C:10]1(=[O:16])[O:15][C:13](=[O:14])[CH:12]=[CH:11]1, predict the reaction product. The product is: [F:1][C:2]1[CH:3]=[CH:4][C:5]([NH:9][C:10](=[O:16])/[CH:11]=[CH:12]\[C:13]([OH:15])=[O:14])=[C:6]([OH:8])[CH:7]=1. (2) Given the reactants [CH3:1][C:2]1[N:7]2[CH:8]=[CH:9][N:10]=[C:6]2[N:5]=[C:4](O)[C:3]=1[C:12]1[CH:17]=[CH:16][CH:15]=[CH:14][CH:13]=1.O=P(Cl)(Cl)[Cl:20], predict the reaction product. The product is: [Cl:20][C:4]1[C:3]([C:12]2[CH:17]=[CH:16][CH:15]=[CH:14][CH:13]=2)=[C:2]([CH3:1])[N:7]2[CH:8]=[CH:9][N:10]=[C:6]2[N:5]=1. (3) Given the reactants [NH2:1][C:2]1[C:11]([C:12]([OH:14])=O)=[C:5]2[N:6]=[CH:7][C:8]([F:10])=[CH:9][N:4]2[N:3]=1.C(N(CC)CC)C.S(Cl)([Cl:24])=O, predict the reaction product. The product is: [NH2:1][C:2]1[C:11]([C:12]([Cl:24])=[O:14])=[C:5]2[N:6]=[CH:7][C:8]([F:10])=[CH:9][N:4]2[N:3]=1.